Dataset: Reaction yield outcomes from USPTO patents with 853,638 reactions. Task: Predict the reaction yield, written as a fraction of the theoretical maximum amount of product (1.0 means a 100% yield; for example, 0.34 means a 34% yield). The reactants are Br[C:2]1[S:23][C:5]2[N:6]([CH3:22])[C:7](=[O:21])[N:8]([CH2:11][CH2:12][CH2:13][O:14][CH:15]3[CH2:20][CH2:19][CH2:18][CH2:17][O:16]3)[C:9](=[O:10])[C:4]=2[C:3]=1[CH:24]([C:26]1[CH:31]=[CH:30][C:29]([Cl:32])=[CH:28][CH:27]=1)[OH:25].[Cl:33][C:34]1[CH:35]=[C:36](B(O)O)[CH:37]=[CH:38][CH:39]=1.[O-]P([O-])([O-])=O.[K+].[K+].[K+]. The catalyst is O1CCOCC1.C1C=CC([P]([Pd]([P](C2C=CC=CC=2)(C2C=CC=CC=2)C2C=CC=CC=2)([P](C2C=CC=CC=2)(C2C=CC=CC=2)C2C=CC=CC=2)[P](C2C=CC=CC=2)(C2C=CC=CC=2)C2C=CC=CC=2)(C2C=CC=CC=2)C2C=CC=CC=2)=CC=1. The product is [Cl:33][C:34]1[CH:39]=[C:38]([C:2]2[S:23][C:5]3[N:6]([CH3:22])[C:7](=[O:21])[N:8]([CH2:11][CH2:12][CH2:13][O:14][CH:15]4[CH2:20][CH2:19][CH2:18][CH2:17][O:16]4)[C:9](=[O:10])[C:4]=3[C:3]=2[CH:24]([C:26]2[CH:31]=[CH:30][C:29]([Cl:32])=[CH:28][CH:27]=2)[OH:25])[CH:37]=[CH:36][CH:35]=1. The yield is 0.756.